This data is from Peptide-MHC class II binding affinity with 134,281 pairs from IEDB. The task is: Regression. Given a peptide amino acid sequence and an MHC pseudo amino acid sequence, predict their binding affinity value. This is MHC class II binding data. The peptide sequence is AYKTAEGATPEAKYD. The MHC is DRB1_1001 with pseudo-sequence DRB1_1001. The binding affinity (normalized) is 0.517.